Dataset: Reaction yield outcomes from USPTO patents with 853,638 reactions. Task: Predict the reaction yield, written as a fraction of the theoretical maximum amount of product (1.0 means a 100% yield; for example, 0.34 means a 34% yield). (1) The reactants are [O:1]=[S:2]1(=[O:50])[CH2:7][CH2:6][N:5]([CH2:8][CH2:9][NH:10][C@:11]23[CH2:46][CH2:45][C@@H:44]([C@H:47](O)[CH3:48])[C@@H:12]2[C@@H:13]2[C@@:26]([CH3:29])([CH2:27][CH2:28]3)[C@@:25]3([CH3:30])[C@@H:16]([C@:17]4([CH3:43])[C@@H:22]([CH2:23][CH2:24]3)[C:21]([CH3:32])([CH3:31])[C:20]([C:33]3[CH:42]=[CH:41][C:36]([C:37]([O:39][CH3:40])=[O:38])=[CH:35][CH:34]=3)=[CH:19][CH2:18]4)[CH2:15][CH2:14]2)[CH2:4][CH2:3]1.C(OCC([C@H]1[C@@H]2[C@@H]3[C@@](C)(CC[C@@]2(NCCN2CCS(=O)(=O)CC2)CC1)[C@@]1(C)[C@@H]([C@]2(C)[C@@H](CC1)C(C)(C)C(C1C=CC(C(OC)=O)=CC=1)=CC2)CC3)(O)C)(=O)C.CCN(S(F)(F)F)CC.C(O)(C(F)(F)F)=O. The catalyst is C(Cl)Cl. The product is [O:50]=[S:2]1(=[O:1])[CH2:7][CH2:6][N:5]([CH2:8][CH2:9][NH:10][C@:11]23[CH2:46][CH2:45][C:44](=[CH:47][CH3:48])[C@@H:12]2[C@@H:13]2[C@@:26]([CH3:29])([CH2:27][CH2:28]3)[C@@:25]3([CH3:30])[C@@H:16]([C@:17]4([CH3:43])[C@@H:22]([CH2:23][CH2:24]3)[C:21]([CH3:32])([CH3:31])[C:20]([C:33]3[CH:42]=[CH:41][C:36]([C:37]([O:39][CH3:40])=[O:38])=[CH:35][CH:34]=3)=[CH:19][CH2:18]4)[CH2:15][CH2:14]2)[CH2:4][CH2:3]1. The yield is 0.430. (2) The reactants are S(=O)(=O)(O)O.[N+:6]([C:9]1[CH:17]=[C:16]2[C:12]([CH:13]=[C:14]([C:18]([OH:20])=[O:19])[NH:15]2)=[CH:11][CH:10]=1)([O-:8])=[O:7].[C:21](=O)(O)[O-].[Na+]. The catalyst is CO. The product is [N+:6]([C:9]1[CH:17]=[C:16]2[C:12]([CH:13]=[C:14]([C:18]([O:20][CH3:21])=[O:19])[NH:15]2)=[CH:11][CH:10]=1)([O-:8])=[O:7]. The yield is 0.810. (3) The reactants are [CH3:1][C:2]1([CH3:21])[C:10]2[C:5](=[CH:6][CH:7]=[CH:8][CH:9]=2)[C@@H:4]([NH:11][C@H](C2C=CC=CC=2)CO)[CH2:3]1.C([O-])(=O)C.C([O-])(=O)C.C([O-])(=O)C.C([O-])(=O)C.[Pb+4].Cl. The catalyst is CO. The product is [CH3:1][C:2]1([CH3:21])[C:10]2[C:5](=[CH:6][CH:7]=[CH:8][CH:9]=2)[C@@H:4]([NH2:11])[CH2:3]1. The yield is 0.510. (4) The product is [NH2:65][C:62]1[N:63]=[CH:64][C:59]([C:48]2[N:47]=[C:46]3[C:51]([N:52]=[C:44]([N:40]4[CH2:41][CH2:42][N:43]([C:1](=[O:6])[C@@H:2]([OH:3])[CH3:4])[C@@H:38]([CH3:37])[CH2:39]4)[N:45]3[CH2:66][C:67]([F:69])([F:68])[F:70])=[C:50]([N:53]3[CH2:54][CH2:55][O:56][CH2:57][CH2:58]3)[N:49]=2)=[CH:60][N:61]=1. The reactants are [C:1]([OH:6])(=O)[C@H:2]([CH3:4])[OH:3].O.ON1C2C=CC=CC=2N=N1.Cl.CN(CCCN=C=NCC)C.C(N(CC)CC)C.[CH3:37][C@@H:38]1[NH:43][CH2:42][CH2:41][N:40]([C:44]2[N:45]([CH2:66][C:67]([F:70])([F:69])[F:68])[C:46]3[C:51]([N:52]=2)=[C:50]([N:53]2[CH2:58][CH2:57][O:56][CH2:55][CH2:54]2)[N:49]=[C:48]([C:59]2[CH:60]=[N:61][C:62]([NH2:65])=[N:63][CH:64]=2)[N:47]=3)[CH2:39]1. The catalyst is C(Cl)Cl.CO.CN(C)C=O.C(Cl)Cl. The yield is 0.470. (5) The reactants are [NH2:1][CH:2]1[CH2:7][CH2:6][N:5]([C:8]([O:10][C:11]([CH3:14])([CH3:13])[CH3:12])=[O:9])[CH2:4][CH2:3]1.[Cl:15][C:16]1[CH:17]=[C:18]([CH:23]=O)[CH:19]=[N:20][C:21]=1[CH3:22].[O-]S([O-])(=O)=O.[Na+].[Na+].[BH-](OC(C)=O)(OC(C)=O)OC(C)=O.[Na+].C([O-])(O)=O.[Na+]. The catalyst is ClCCCl. The product is [Cl:15][C:16]1[CH:17]=[C:18]([CH2:23][NH:1][CH:2]2[CH2:3][CH2:4][N:5]([C:8]([O:10][C:11]([CH3:14])([CH3:13])[CH3:12])=[O:9])[CH2:6][CH2:7]2)[CH:19]=[N:20][C:21]=1[CH3:22]. The yield is 0.940. (6) The reactants are O1CCCCC1[N:7]1[CH:11]=[C:10]([C:12]2[CH:13]=[C:14]3[C:18](=[CH:19][CH:20]=2)[N:17]([CH2:21][CH:22]2[CH2:27][CH2:26][N:25]([C:28]([O:30][CH2:31][C:32]4[CH:37]=[CH:36][CH:35]=[CH:34][CH:33]=4)=[O:29])[CH2:24][CH2:23]2)[CH:16]=[CH:15]3)[CH:9]=[N:8]1.[BH3-]C#N.[Na+].Cl. The catalyst is CCO. The product is [NH:7]1[CH:11]=[C:10]([C:12]2[CH:13]=[C:14]3[C:18](=[CH:19][CH:20]=2)[N:17]([CH2:21][CH:22]2[CH2:23][CH2:24][N:25]([C:28]([O:30][CH2:31][C:32]4[CH:33]=[CH:34][CH:35]=[CH:36][CH:37]=4)=[O:29])[CH2:26][CH2:27]2)[CH2:16][CH2:15]3)[CH:9]=[N:8]1. The yield is 0.320.